From a dataset of Full USPTO retrosynthesis dataset with 1.9M reactions from patents (1976-2016). Predict the reactants needed to synthesize the given product. (1) Given the product [CH3:28][O:29][C:30](=[O:37])[C:31]([C:32]([F:35])([F:34])[F:33])=[C:14]([C:11]1[CH:10]=[CH:9][C:8]([O:7][CH:1]2[CH2:6][CH2:5][CH2:4][CH2:3][CH2:2]2)=[CH:13][CH:12]=1)[C:15](=[O:20])[CH2:16][CH2:17][CH2:18][CH3:19], predict the reactants needed to synthesize it. The reactants are: [CH:1]1([O:7][C:8]2[CH:13]=[CH:12][C:11]([CH2:14][C:15](=[O:20])[CH2:16][CH2:17][CH2:18][CH3:19])=[CH:10][CH:9]=2)[CH2:6][CH2:5][CH2:4][CH2:3][CH2:2]1.C(N(CC)CC)C.[CH3:28][O:29][C:30](=[O:37])[C:31](=O)[C:32]([F:35])([F:34])[F:33]. (2) Given the product [F:7][C:4]1[S:3][C:2]([B:11]2[O:12][C:13]([CH3:15])([CH3:14])[C:9]([CH3:25])([CH3:8])[O:10]2)=[CH:6][CH:5]=1, predict the reactants needed to synthesize it. The reactants are: Br[C:2]1[S:3][C:4]([F:7])=[CH:5][CH:6]=1.[CH3:8][C:9]1([CH3:25])[C:13]([CH3:15])([CH3:14])[O:12][B:11]([B:11]2[O:12][C:13]([CH3:15])([CH3:14])[C:9]([CH3:25])([CH3:8])[O:10]2)[O:10]1.CC([O-])=O.[K+].CCOC(C)=O. (3) Given the product [OH:10][CH:11]([C:12]([NH:46][O:45][CH3:44])=[O:13])[CH:15]([NH:23][C:24](=[O:42])[C:25]1[CH:30]=[CH:29][CH:28]=[N:27][C:26]=1[C:31]1[N:32]=[C:33]([C:36]2[CH:37]=[CH:38][CH:39]=[CH:40][CH:41]=2)[S:34][CH:35]=1)[CH2:16][C:17]1[CH:18]=[CH:19][CH:20]=[CH:21][CH:22]=1, predict the reactants needed to synthesize it. The reactants are: CCN(C(C)C)C(C)C.[OH:10][CH:11]([CH:15]([NH:23][C:24](=[O:42])[C:25]1[CH:30]=[CH:29][CH:28]=[N:27][C:26]=1[C:31]1[N:32]=[C:33]([C:36]2[CH:41]=[CH:40][CH:39]=[CH:38][CH:37]=2)[S:34][CH:35]=1)[CH2:16][C:17]1[CH:22]=[CH:21][CH:20]=[CH:19][CH:18]=1)[C:12](O)=[O:13].Cl.[CH3:44][O:45][NH2:46].F[P-](F)(F)(F)(F)F.N1(OC(N(C)C)=[N+](C)C)C2N=CC=CC=2N=N1. (4) Given the product [CH:32]1([N:27]2[CH2:28][CH2:29][CH:24]([C:22]([NH:21][C:18]3[CH:17]=[CH:16][C:15]([CH2:14][NH:13][C:11]4[C:10]5[C:5](=[CH:6][C:7]([CH3:30])=[CH:8][CH:9]=5)[N:4]=[C:3]([N:2]([CH3:31])[CH3:1])[N:12]=4)=[CH:20][CH:19]=3)=[O:23])[CH2:25][CH2:26]2)[CH2:37][CH2:36][CH2:35][CH2:34][CH2:33]1, predict the reactants needed to synthesize it. The reactants are: [CH3:1][N:2]([CH3:31])[C:3]1[N:12]=[C:11]([NH:13][CH2:14][C:15]2[CH:20]=[CH:19][C:18]([NH:21][C:22]([CH:24]3[CH2:29][CH2:28][NH:27][CH2:26][CH2:25]3)=[O:23])=[CH:17][CH:16]=2)[C:10]2[C:5](=[CH:6][C:7]([CH3:30])=[CH:8][CH:9]=2)[N:4]=1.[C:32]1(=O)[CH2:37][CH2:36][CH2:35][CH2:34][CH2:33]1. (5) Given the product [ClH:14].[ClH:14].[CH2:1]1[NH:6][CH2:5][CH2:4][N:3]2[CH2:7][CH2:8][CH2:9][C@H:2]12, predict the reactants needed to synthesize it. The reactants are: [CH2:1]1[NH:6][CH2:5][CH2:4][N:3]2[C:7](=O)[CH2:8][CH2:9][C@H:2]12.B.CO.[ClH:14]. (6) Given the product [NH2:13][CH:6]1[CH2:5][C:4]2[C:8](=[C:9]([Cl:11])[CH:10]=[C:2]([Cl:1])[CH:3]=2)[C:7]1=[O:12], predict the reactants needed to synthesize it. The reactants are: [Cl:1][C:2]1[CH:3]=[C:4]2[C:8](=[C:9]([Cl:11])[CH:10]=1)[C:7](=[O:12])[C:6](=[N:13]O)[CH2:5]2.Cl. (7) Given the product [NH2:30][C:26]1[N:25]=[C:24]2[NH:23][N:22]=[C:21]([CH2:20][N:16]3[C:15]4[CH:14]=[CH:13][C:12]([Cl:49])=[C:11]([O:10][C:9]5[C:2]([Cl:1])=[C:3]([CH:6]=[C:7]([Cl:50])[CH:8]=5)[C:4]#[N:5])[C:19]=4[N:18]=[N:17]3)[C:29]2=[CH:28][CH:27]=1, predict the reactants needed to synthesize it. The reactants are: [Cl:1][C:2]1[C:9]([O:10][C:11]2[C:19]3[N:18]=[N:17][N:16]([CH2:20][C:21]4[C:29]5[C:24](=[N:25][C:26]([NH:30]CC6C=CC(OC)=CC=6)=[CH:27][CH:28]=5)[N:23](CC5C=CC(OC)=CC=5)[N:22]=4)[C:15]=3[CH:14]=[CH:13][C:12]=2[Cl:49])=[CH:8][C:7]([Cl:50])=[CH:6][C:3]=1[C:4]#[N:5].